Predict the reactants needed to synthesize the given product. From a dataset of Full USPTO retrosynthesis dataset with 1.9M reactions from patents (1976-2016). (1) Given the product [Cl:1][C:2]1[CH:3]=[CH:4][C:5]2[N:11]([CH2:12][C:13]3[CH:18]=[CH:17][C:16]([O:19][CH3:20])=[CH:15][C:14]=3[O:21][CH3:22])[C:10](=[O:23])[CH:9]([C:24]([OH:26])=[O:25])[CH2:8][CH:7]([C:28]3[CH:33]=[CH:32][CH:31]=[C:30]([O:34][CH3:35])[C:29]=3[O:36][CH3:37])[C:6]=2[CH:38]=1, predict the reactants needed to synthesize it. The reactants are: [Cl:1][C:2]1[CH:3]=[CH:4][C:5]2[N:11]([CH2:12][C:13]3[CH:18]=[CH:17][C:16]([O:19][CH3:20])=[CH:15][C:14]=3[O:21][CH3:22])[C:10](=[O:23])[CH:9]([C:24]([O:26]C)=[O:25])[CH2:8][CH:7]([C:28]3[CH:33]=[CH:32][CH:31]=[C:30]([O:34][CH3:35])[C:29]=3[O:36][CH3:37])[C:6]=2[CH:38]=1.[OH-].[Li+].Cl. (2) Given the product [CH3:33][O:34][CH2:35][CH2:36][NH:37][C:19]([N:10]1[CH2:11][CH2:12][C:13]2[C:18](=[CH:17][CH:16]=[CH:15][CH:14]=2)[C@H:9]1[C:6]1[CH:5]=[CH:4][C:3]([C:2]([F:31])([F:32])[F:1])=[CH:8][CH:7]=1)=[O:20], predict the reactants needed to synthesize it. The reactants are: [F:1][C:2]([F:32])([F:31])[C:3]1[CH:8]=[CH:7][C:6]([C@@H:9]2[C:18]3[C:13](=[CH:14][CH:15]=[CH:16][CH:17]=3)[CH2:12][CH2:11][N:10]2[C:19](OC2C=CC([N+]([O-])=O)=CC=2)=[O:20])=[CH:5][CH:4]=1.[CH3:33][O:34][CH2:35][CH2:36][NH2:37]. (3) Given the product [NH2:26][C@@H:27]([C@H:28]([OH:29])[CH3:30])[C:31]([NH:17][C:16]1[CH:15]=[CH:14][C:13]([CH2:1][CH2:2][CH2:3][CH2:4][CH2:5][CH2:6][CH2:7][CH2:8][CH2:9][CH2:10][CH2:11][CH3:12])=[CH:19][CH:18]=1)=[O:32], predict the reactants needed to synthesize it. The reactants are: [CH2:1]([C:13]1[CH:19]=[CH:18][C:16]([NH2:17])=[CH:15][CH:14]=1)[CH2:2][CH2:3][CH2:4][CH2:5][CH2:6][CH2:7][CH2:8][CH2:9][CH2:10][CH2:11][CH3:12].C(OC[NH:26][C@H:27]([C:31](O)=[O:32])[C@@H:28]([CH3:30])[OH:29])(C)(C)C. (4) Given the product [F:6][C:7]([F:18])([F:17])[O:8][C:9]1[CH:16]=[CH:15][CH:14]=[CH:13][C:10]=1[CH:11]=[N:2][OH:3], predict the reactants needed to synthesize it. The reactants are: Cl.[NH2:2][OH:3].[OH-].[Na+].[F:6][C:7]([F:18])([F:17])[O:8][C:9]1[CH:16]=[CH:15][CH:14]=[CH:13][C:10]=1[CH:11]=O. (5) Given the product [CH3:2][S:3]([CH:6]1[CH2:11][CH2:10][C:9]([C:12]2[S:16][C:15]3[CH:17]=[C:18]([OH:21])[CH:19]=[CH:20][C:14]=3[C:13]=2[O:23][C:24]2[CH:25]=[CH:26][C:27]([O:28][CH2:29][CH2:30][N:31]3[CH2:36][CH2:35][CH2:34][CH2:33][CH2:32]3)=[CH:37][CH:38]=2)=[CH:8][CH2:7]1)(=[O:4])=[O:5], predict the reactants needed to synthesize it. The reactants are: Cl.[CH3:2][S:3]([CH:6]1[CH2:11][CH2:10][C:9]([C:12]2[S:16][C:15]3[CH:17]=[C:18]([O:21]C)[CH:19]=[CH:20][C:14]=3[C:13]=2[O:23][C:24]2[CH:38]=[CH:37][C:27]([O:28][CH2:29][CH2:30][N:31]3[CH2:36][CH2:35][CH2:34][CH2:33][CH2:32]3)=[CH:26][CH:25]=2)=[CH:8][CH2:7]1)(=[O:5])=[O:4].B(Br)(Br)Br. (6) Given the product [F:21][C@@H:19]1[CH2:20][N:16]([C:14](=[O:15])[CH2:13][NH:12][C:7]23[CH2:8][CH2:9][C:4]([C:1]([NH:24][C:25]4[O:26][C:27]([CH3:30])=[N:28][N:29]=4)=[O:2])([CH2:5][CH2:6]2)[CH2:11][CH2:10]3)[C@H:17]([C:22]#[N:23])[CH2:18]1, predict the reactants needed to synthesize it. The reactants are: [C:1]([C:4]12[CH2:11][CH2:10][C:7]([NH:12][CH2:13][C:14]([N:16]3[CH2:20][C@@H:19]([F:21])[CH2:18][C@H:17]3[C:22]#[N:23])=[O:15])([CH2:8][CH2:9]1)[CH2:6][CH2:5]2)(O)=[O:2].[NH2:24][C:25]1[O:26][C:27]([CH3:30])=[N:28][N:29]=1. (7) Given the product [CH:22]1([C@@H:16]([C:12]2[CH:13]=[CH:14][CH:15]=[C:10]([O:9][CH2:8][C:6]3[CH:5]=[N:4][C:3]([C:25]4[C:30]([F:31])=[CH:29][N:28]=[C:27]([O:32][CH3:33])[CH:26]=4)=[C:2]([C:38]4[S:39][C:35]([CH3:34])=[CH:36][CH:37]=4)[N:7]=3)[CH:11]=2)[CH2:17][C:18]([O:20][CH3:21])=[O:19])[CH2:24][CH2:23]1, predict the reactants needed to synthesize it. The reactants are: Cl[C:2]1[N:7]=[C:6]([CH2:8][O:9][C:10]2[CH:11]=[C:12]([C@H:16]([CH:22]3[CH2:24][CH2:23]3)[CH2:17][C:18]([O:20][CH3:21])=[O:19])[CH:13]=[CH:14][CH:15]=2)[CH:5]=[N:4][C:3]=1[C:25]1[C:30]([F:31])=[CH:29][N:28]=[C:27]([O:32][CH3:33])[CH:26]=1.[CH3:34][C:35]1[S:39][C:38](B(O)O)=[CH:37][CH:36]=1.C([O-])([O-])=O.[Cs+].[Cs+]. (8) Given the product [C:35]([OH:44])(=[O:43])[C:36]1[C:37](=[CH:39][CH:40]=[CH:41][CH:42]=1)[OH:38].[Cl:1][C:2]1[CH:3]=[CH:4][C:5]([C:6]([NH:8][CH:9]([CH2:21][C:22]2[C:31]3[C:26](=[CH:27][CH:28]=[CH:29][CH:30]=3)[NH:25][C:24](=[O:32])[CH:23]=2)[C:10]([O:12][CH2:13][CH2:14][N:15]2[CH2:16][CH2:17][O:18][CH2:19][CH2:20]2)=[O:11])=[O:7])=[CH:33][CH:34]=1, predict the reactants needed to synthesize it. The reactants are: [Cl:1][C:2]1[CH:34]=[CH:33][C:5]([C:6]([NH:8][CH:9]([CH2:21][C:22]2[C:31]3[C:26](=[CH:27][CH:28]=[CH:29][CH:30]=3)[NH:25][C:24](=[O:32])[CH:23]=2)[C:10]([O:12][CH2:13][CH2:14][N:15]2[CH2:20][CH2:19][O:18][CH2:17][CH2:16]2)=[O:11])=[O:7])=[CH:4][CH:3]=1.[C:35]([OH:44])(=[O:43])[C:36]1[C:37](=[CH:39][CH:40]=[CH:41][CH:42]=1)[OH:38].